This data is from Reaction yield outcomes from USPTO patents with 853,638 reactions. The task is: Predict the reaction yield, written as a fraction of the theoretical maximum amount of product (1.0 means a 100% yield; for example, 0.34 means a 34% yield). (1) The reactants are O=C[C@@H]([C@H]([C@@H]([C@@H](CO)O)O)O)O.C1C=[N+]([C@@H]2O[C@H](COP(OP(OC[C@H]3O[C@@H](N4C5N=CN=C(N)C=5N=C4)[C@H](OP(O)(O)=O)[C@@H]3O)(O)=O)(O)=O)[C@@H](O)[C@H]2O)C=C(C(N)=O)C=1.[CH2:61]([N:68]1[CH2:72][CH2:71][C:70](=[O:73])[CH2:69]1)[C:62]1[CH:67]=[CH:66][CH:65]=[CH:64][CH:63]=1.Cl.[OH-].[Na+]. No catalyst specified. The product is [CH2:61]([N:68]1[CH2:72][CH2:71][CH:70]([OH:73])[CH2:69]1)[C:62]1[CH:63]=[CH:64][CH:65]=[CH:66][CH:67]=1. The yield is 0.920. (2) The reactants are C(N(CC)CC)C.[NH2:8][CH2:9][CH2:10][CH2:11][O:12][C:13]1[CH:30]=[CH:29][C:16]2[N:17]([CH2:27][CH3:28])[C:18](=[O:26])[C:19]([CH3:25])([CH3:24])[C:20](=[O:23])[N:21]([CH3:22])[C:15]=2[CH:14]=1.[N+:31]([C:34]1[CH:39]=[CH:38][CH:37]=[CH:36][C:35]=1[S:40](Cl)(=[O:42])=[O:41])([O-:33])=[O:32]. The catalyst is ClCCl.O. The product is [CH2:27]([N:17]1[C:18](=[O:26])[C:19]([CH3:24])([CH3:25])[C:20](=[O:23])[N:21]([CH3:22])[C:15]2[CH:14]=[C:13]([O:12][CH2:11][CH2:10][CH2:9][NH:8][S:40]([C:35]3[CH:36]=[CH:37][CH:38]=[CH:39][C:34]=3[N+:31]([O-:33])=[O:32])(=[O:41])=[O:42])[CH:30]=[CH:29][C:16]1=2)[CH3:28]. The yield is 0.970. (3) The reactants are C(C[O:4][C:5]1[CH:10]=[C:9]([O:11][CH2:12][C:13]2[CH:18]=[CH:17][C:16]([O:19][CH2:20]/[C:21](=[N:28]\[O:29][CH3:30])/[C:22]3[CH:27]=[CH:26][CH:25]=[CH:24][CH:23]=3)=[CH:15][CH:14]=2)[CH:8]=[CH:7][C:6]=1[CH2:31][CH2:32][C:33]([O:35]CC)=[O:34])#N. The catalyst is [Pd]. The product is [OH:4][C:5]1[CH:10]=[C:9]([O:11][CH2:12][C:13]2[CH:14]=[CH:15][C:16]([O:19][CH2:20]/[C:21](=[N:28]\[O:29][CH3:30])/[C:22]3[CH:27]=[CH:26][CH:25]=[CH:24][CH:23]=3)=[CH:17][CH:18]=2)[CH:8]=[CH:7][C:6]=1[CH2:31][CH2:32][C:33]([OH:35])=[O:34]. The yield is 0.360. (4) The reactants are [C:1]([C:5]1[C:6](=[O:15])[O:7][C:8]2[C:9]=1[CH:10]=[CH:11][CH:12]=[CH:13][CH:14]=2)(=O)[CH2:2][CH3:3].C(CC(OCC)=O)#[N:17].[O-][CH2:25][CH3:26].[Na+].[Na]. The catalyst is C(O)C. The product is [C:3]([C:2]1[C:10]2[C:9]([CH:8]=[CH:14][CH:13]=[CH:12][CH:11]=2)=[C:5]([C:6]([OH:7])=[O:15])[C:1]=1[CH2:25][CH3:26])#[N:17]. The yield is 0.930.